This data is from Full USPTO retrosynthesis dataset with 1.9M reactions from patents (1976-2016). The task is: Predict the reactants needed to synthesize the given product. (1) Given the product [Br:1][C:2]1[CH:3]=[C:4]([C:8]([F:11])=[CH:9][N:10]=1)[C:5]([O:7][CH2:16][CH3:17])=[O:6], predict the reactants needed to synthesize it. The reactants are: [Br:1][C:2]1[CH:3]=[C:4]([C:8]([F:11])=[CH:9][N:10]=1)[C:5]([OH:7])=[O:6].S(Cl)(Cl)=O.[CH2:16](O)[CH3:17]. (2) The reactants are: [Br:1][C:2]1[C:3]([Cl:8])=[N:4][CH:5]=[CH:6][CH:7]=1.ClC1C=C(C=CC=1)C(OO)=[O:14]. Given the product [Br:1][C:2]1[C:3]([Cl:8])=[N+:4]([O-:14])[CH:5]=[CH:6][CH:7]=1, predict the reactants needed to synthesize it. (3) Given the product [CH3:16][O:10][C:9](=[O:11])[CH2:8][C:5]1[CH:4]=[CH:3][C:2]([Br:1])=[CH:7][CH:6]=1, predict the reactants needed to synthesize it. The reactants are: [Br:1][C:2]1[CH:7]=[CH:6][C:5]([CH2:8][C:9]([OH:11])=[O:10])=[CH:4][CH:3]=1.S(Cl)(Cl)=O.[CH3:16]O. (4) Given the product [C:53]([C:57]1[CH:58]=[C:59]2[C:64](=[CH:65][CH:66]=1)[C:63](=[O:67])[N:62]([CH2:68][C:69]1[CH:74]=[CH:73][C:72]([C:38]3[CH:43]=[CH:42][N:41]=[C:40]4[NH:44][C:45]([C:47]5[CH:48]=[N:49][N:50]([CH3:52])[CH:51]=5)=[N:46][C:39]=34)=[CH:71][C:70]=1[F:84])[CH2:61][CH2:60]2)([CH3:56])([CH3:54])[CH3:55], predict the reactants needed to synthesize it. The reactants are: CN1C=C(C2NC3=NC=CC(C4C=CC(C5(NC(C6OC(C(C)(C)C)=NN=6)=O)CC5)=CC=4)=C3N=2)C=N1.Br[C:38]1[CH:43]=[CH:42][N:41]=[C:40]2[NH:44][C:45]([C:47]3[CH:48]=[N:49][N:50]([CH3:52])[CH:51]=3)=[N:46][C:39]=12.[C:53]([C:57]1[CH:58]=[C:59]2[C:64](=[CH:65][CH:66]=1)[C:63](=[O:67])[N:62]([CH2:68][C:69]1[CH:74]=[CH:73][C:72](B3OC(C)(C)C(C)(C)O3)=[CH:71][C:70]=1[F:84])[CH2:61][CH2:60]2)([CH3:56])([CH3:55])[CH3:54].P([O-])([O-])([O-])=O.[K+].[K+].[K+].C([O-])(=O)C.[Na+]. (5) Given the product [CH:8]1([CH:14]([NH:22][C:23]([C:25]2[CH:30]=[CH:29][C:28]([NH:31][C:32]([NH:34][CH3:35])=[O:33])=[CH:27][C:26]=2[NH:36][C:37]([NH:39][C:40]2[C:45]([CH3:46])=[CH:44][C:43]([CH3:47])=[CH:42][C:41]=2[CH3:48])=[O:38])=[O:24])[C:15]([OH:17])=[O:16])[CH2:13][CH2:12][CH2:11][CH2:10][CH2:9]1, predict the reactants needed to synthesize it. The reactants are: FC(F)(F)C(O)=O.[CH:8]1([C@H:14]([NH:22][C:23]([C:25]2[CH:30]=[CH:29][C:28]([NH:31][C:32]([NH:34][CH3:35])=[O:33])=[CH:27][C:26]=2[NH:36][C:37]([NH:39][C:40]2[C:45]([CH3:46])=[CH:44][C:43]([CH3:47])=[CH:42][C:41]=2[CH3:48])=[O:38])=[O:24])[C:15]([O:17]C(C)(C)C)=[O:16])[CH2:13][CH2:12][CH2:11][CH2:10][CH2:9]1. (6) Given the product [F:8][C:5]1[N:4]=[C:3]([C:9]#[N:10])[C:2]([O:12][C:11]2[CH:18]=[CH:17][C:15]([OH:16])=[CH:14][CH:13]=2)=[N:7][CH:6]=1, predict the reactants needed to synthesize it. The reactants are: F[C:2]1[C:3]([C:9]#[N:10])=[N:4][C:5]([F:8])=[CH:6][N:7]=1.[C:11]1([CH:18]=[CH:17][C:15]([OH:16])=[CH:14][CH:13]=1)[OH:12].C(=O)([O-])[O-].[K+].[K+].Cl. (7) Given the product [CH3:21][N:7]1[C:8]([C:11]2[CH:16]=[CH:15][CH:14]=[CH:13][C:12]=2[C:17]([F:19])([F:20])[F:18])=[C:9]([CH3:10])[C:5]([C:3]([OH:4])=[O:2])=[CH:6]1, predict the reactants needed to synthesize it. The reactants are: C[O:2][C:3]([C:5]1[C:9]([CH3:10])=[C:8]([C:11]2[CH:16]=[CH:15][CH:14]=[CH:13][C:12]=2[C:17]([F:20])([F:19])[F:18])[N:7]([CH3:21])[CH:6]=1)=[O:4].[OH-].[Na+].C(O)=O. (8) Given the product [F:1][C:2]1[CH:32]=[CH:31][C:5]([CH2:6][NH:7][C:8]([C:10]2[N:11]=[C:12]3[N:27]([CH:28]([CH3:30])[CH3:29])[CH2:26][CH2:25][N:13]3[C:14](=[O:24])[C:15]=2[OH:16])=[O:9])=[C:4]([N:33]2[CH:37]=[N:36][CH:35]=[N:34]2)[CH:3]=1, predict the reactants needed to synthesize it. The reactants are: [F:1][C:2]1[CH:32]=[CH:31][C:5]([CH2:6][NH:7][C:8]([C:10]2[N:11]=[C:12]3[N:27]([CH:28]([CH3:30])[CH3:29])[CH2:26][CH2:25][N:13]3[C:14](=[O:24])[C:15]=2[O:16]CC2C=CC=CC=2)=[O:9])=[C:4]([N:33]2[CH:37]=[N:36][CH:35]=[N:34]2)[CH:3]=1. (9) The reactants are: C([O:8][CH2:9][C:10]1([CH2:30][N:31]2[C:35]3[CH:36]=[C:37]([C:40]#[N:41])[CH:38]=[CH:39][C:34]=3[N:33]=[CH:32]2)[CH2:29][CH2:28][CH2:27][C:12]2([O:16][C:15](=[O:17])[N:14]([C:18]3[CH:23]=[CH:22][CH:21]=[C:20]([O:24][CH2:25][CH3:26])[CH:19]=3)[CH2:13]2)[CH2:11]1)C1C=CC=CC=1.I[Si](C)(C)C. Given the product [CH2:25]([O:24][C:20]1[CH:19]=[C:18]([N:14]2[CH2:13][C:12]3([CH2:27][CH2:28][CH2:29][C:10]([CH2:30][N:31]4[C:35]5[CH:36]=[C:37]([C:40]#[N:41])[CH:38]=[CH:39][C:34]=5[N:33]=[CH:32]4)([CH2:9][OH:8])[CH2:11]3)[O:16][C:15]2=[O:17])[CH:23]=[CH:22][CH:21]=1)[CH3:26], predict the reactants needed to synthesize it.